Task: Predict the reaction yield, written as a fraction of the theoretical maximum amount of product (1.0 means a 100% yield; for example, 0.34 means a 34% yield).. Dataset: Reaction yield outcomes from USPTO patents with 853,638 reactions (1) The reactants are Br.[CH2:2]([C:4]1[N:5]=[C:6]([C@@H:9]([NH2:20])[CH2:10][C:11]2[CH:16]=[CH:15][C:14]([N+:17]([O-:19])=[O:18])=[CH:13][CH:12]=2)[S:7][CH:8]=1)[CH3:3].[C:21]([NH:24][C@H:25]([C:33](O)=[O:34])[CH2:26][C:27]1[CH:32]=[CH:31][CH:30]=[CH:29][CH:28]=1)(=[O:23])[CH3:22].ON1C2C=CC=CC=2N=N1.C(N(C(C)C)CC)(C)C.CN(C)CCCN=C=NCC. The yield is 0.700. The catalyst is CN(C=O)C.O. The product is [C:21]([NH:24][C@@H:25]([CH2:26][C:27]1[CH:28]=[CH:29][CH:30]=[CH:31][CH:32]=1)[C:33]([NH:20][C@H:9]([C:6]1[S:7][CH:8]=[C:4]([CH2:2][CH3:3])[N:5]=1)[CH2:10][C:11]1[CH:16]=[CH:15][C:14]([N+:17]([O-:19])=[O:18])=[CH:13][CH:12]=1)=[O:34])(=[O:23])[CH3:22]. (2) The reactants are [Br:1][C:2]1[CH:7]=[C:6]([CH2:8][CH2:9][OH:10])[CH:5]=[C:4]([Br:11])[C:3]=1[OH:12].CC(C)([O-])C.[K+].[Cl:19][C:20]1[N:21]=[N:22][C:23](Cl)=[CH:24][C:25]=1[CH:26]([CH3:28])[CH3:27]. The catalyst is CN(C)C(=O)C.O. The product is [Br:1][C:2]1[CH:7]=[C:6]([CH2:8][CH2:9][OH:10])[CH:5]=[C:4]([Br:11])[C:3]=1[O:12][C:23]1[N:22]=[N:21][C:20]([Cl:19])=[C:25]([CH:26]([CH3:28])[CH3:27])[CH:24]=1. The yield is 0.490. (3) The reactants are [NH2:1][C:2]1[CH:3]=[C:4]2[C:9](=[CH:10][C:11]=1[NH:12][CH2:13][CH3:14])[N:8]=[CH:7][N:6]=[C:5]2[N:15]1[CH2:20][CH2:19][N:18]([C:21](=[S:30])[NH:22][CH2:23][C:24]2[CH:29]=[CH:28][CH:27]=[CH:26][CH:25]=2)[CH2:17][CH2:16]1.C(N(CC)CC)C.[C:38](Cl)(=[O:45])[C:39]1[CH:44]=[CH:43][CH:42]=[CH:41][CH:40]=1.O. The catalyst is ClCCl. The product is [C:38]([NH:1][C:2]1[CH:3]=[C:4]2[C:9](=[CH:10][C:11]=1[NH:12][CH2:13][CH3:14])[N:8]=[CH:7][N:6]=[C:5]2[N:15]1[CH2:20][CH2:19][N:18]([C:21](=[S:30])[NH:22][CH2:23][C:24]2[CH:29]=[CH:28][CH:27]=[CH:26][CH:25]=2)[CH2:17][CH2:16]1)(=[O:45])[C:39]1[CH:44]=[CH:43][CH:42]=[CH:41][CH:40]=1. The yield is 0.380. (4) The reactants are [N:1]12[CH2:7][C:4]([C:8]([C:16]3[CH:21]=[CH:20][CH:19]=[CH:18][CH:17]=3)([C:10]3[CH:15]=[CH:14][CH:13]=[CH:12][CH:11]=3)[OH:9])([CH2:5][CH2:6]1)[CH2:3][CH2:2]2.[Br:22][CH2:23][CH2:24][CH2:25][O:26][C:27]1[CH:32]=[CH:31][C:30](Br)=[CH:29][CH:28]=1. The catalyst is CC#N. The product is [Br-:22].[OH:9][C:8]([C:16]1[CH:21]=[CH:20][CH:19]=[CH:18][CH:17]=1)([C:10]1[CH:15]=[CH:14][CH:13]=[CH:12][CH:11]=1)[C:4]12[CH2:7][N+:1]([CH2:23][CH2:24][CH2:25][O:26][C:27]3[CH:32]=[CH:31][CH:30]=[CH:29][CH:28]=3)([CH2:6][CH2:5]1)[CH2:2][CH2:3]2. The yield is 0.550. (5) The reactants are [C:1]([C:3]1[C:4]([C:20]([F:23])([F:22])[F:21])=[C:5]2[C:9](=[CH:10][CH:11]=1)[N:8]([CH2:12][C:13](=[NH:16])[NH:14][OH:15])[C:7]([CH2:17][CH2:18][CH3:19])=[CH:6]2)#[N:2].[F:24][C:25]1[CH:26]=[C:27]([CH:31]=[CH:32][C:33]=1[F:34])[C:28](Cl)=O.C(N(CC)C(C)C)(C)C. The catalyst is C(#N)C. The product is [F:24][C:25]1[CH:26]=[C:27]([C:28]2[O:15][N:14]=[C:13]([CH2:12][N:8]3[C:9]4[C:5](=[C:4]([C:20]([F:22])([F:23])[F:21])[C:3]([C:1]#[N:2])=[CH:11][CH:10]=4)[CH:6]=[C:7]3[CH2:17][CH2:18][CH3:19])[N:16]=2)[CH:31]=[CH:32][C:33]=1[F:34]. The yield is 0.480. (6) The reactants are [CH2:1]([O:3][C:4](=[O:18])[CH:5]([O:15][CH2:16][CH3:17])[CH2:6][C:7]1[CH:12]=[CH:11][C:10]([OH:13])=[C:9]([CH3:14])[CH:8]=1)[CH3:2].[C:19]([C:23]1[CH:28]=[CH:27][C:26]([C:29]2[S:30][CH:31]=[C:32]([CH2:34]Cl)[N:33]=2)=[CH:25][CH:24]=1)([CH3:22])([CH3:21])[CH3:20].C(=O)([O-])[O-].[Cs+].[Cs+]. The catalyst is C(#N)C. The product is [CH2:1]([O:3][C:4](=[O:18])[CH:5]([O:15][CH2:16][CH3:17])[CH2:6][C:7]1[CH:12]=[CH:11][C:10]([O:13][CH2:34][C:32]2[N:33]=[C:29]([C:26]3[CH:27]=[CH:28][C:23]([C:19]([CH3:22])([CH3:21])[CH3:20])=[CH:24][CH:25]=3)[S:30][CH:31]=2)=[C:9]([CH3:14])[CH:8]=1)[CH3:2]. The yield is 0.520. (7) The reactants are C(O[CH:4](OCC)[CH2:5][N:6]([CH3:8])[CH3:7])C.Cl.[OH-].[K+].[Cl:15][C:16]1[CH:17]=[C:18]([NH:30][C:31]2[C:32]3[CH:40]=[C:39]([NH:41][C:42](=[O:52])[CH2:43]P(=O)(OCC)OCC)[N:38]=[CH:37][C:33]=3[N:34]=[CH:35][N:36]=2)[CH:19]=[CH:20][C:21]=1[O:22][CH2:23][C:24]1[CH:29]=[CH:28][CH:27]=[CH:26][N:25]=1.[Li+].[Cl-]. The catalyst is O.C(Cl)Cl.CO.CC(N(C)C)=O.C1COCC1. The product is [Cl:15][C:16]1[CH:17]=[C:18]([CH:19]=[CH:20][C:21]=1[O:22][CH2:23][C:24]1[CH:29]=[CH:28][CH:27]=[CH:26][N:25]=1)[NH:30][C:31]1[C:32]2[CH:40]=[C:39]([NH:41][C:42](=[O:52])/[CH:43]=[CH:4]/[CH2:5][N:6]([CH3:8])[CH3:7])[N:38]=[CH:37][C:33]=2[N:34]=[CH:35][N:36]=1. The yield is 0.830. (8) The reactants are [N+:1]([C:4]1[CH:8]=[N:7][NH:6][C:5]=1[NH2:9])([O-:3])=[O:2].CN(C)[CH:12]=[CH:13][C:14]([C:16]1[CH:17]=[C:18]([N:22]([CH2:32][CH3:33])[S:23]([C:26]2[CH:31]=[CH:30][CH:29]=[CH:28][CH:27]=2)(=[O:25])=[O:24])[CH:19]=[CH:20][CH:21]=1)=O.C(OCC)(=O)C. The catalyst is C(O)(=O)C. The product is [CH2:32]([N:22]([C:18]1[CH:19]=[CH:20][CH:21]=[C:16]([C:14]2[N:6]3[N:7]=[CH:8][C:4]([N+:1]([O-:3])=[O:2])=[C:5]3[N:9]=[CH:12][CH:13]=2)[CH:17]=1)[S:23]([C:26]1[CH:31]=[CH:30][CH:29]=[CH:28][CH:27]=1)(=[O:25])=[O:24])[CH3:33]. The yield is 0.380. (9) The reactants are [Br:1][C:2]1[CH:7]=[CH:6][C:5]([NH:8][C:9]2[C:10]([CH2:25][OH:26])=[CH:11][C:12]3[N:16]([CH2:17][CH2:18][S:19]([CH3:22])(=[O:21])=[O:20])[CH:15]=[N:14][C:13]=3[C:23]=2[F:24])=[C:4]([Cl:27])[CH:3]=1.CC(C)=O. The catalyst is C1COCC1.O=[Mn]=O. The product is [Br:1][C:2]1[CH:7]=[CH:6][C:5]([NH:8][C:9]2[C:10]([CH:25]=[O:26])=[CH:11][C:12]3[N:16]([CH2:17][CH2:18][S:19]([CH3:22])(=[O:21])=[O:20])[CH:15]=[N:14][C:13]=3[C:23]=2[F:24])=[C:4]([Cl:27])[CH:3]=1. The yield is 0.820.